From a dataset of Retrosynthesis with 50K atom-mapped reactions and 10 reaction types from USPTO. Predict the reactants needed to synthesize the given product. (1) Given the product COC(=O)c1ccc(NC2CCN(Cc3ccccc3)CC2)nc1, predict the reactants needed to synthesize it. The reactants are: COC(=O)c1ccc(Cl)nc1.NC1CCN(Cc2ccccc2)CC1. (2) Given the product O=C(O)CCN1CC(CCNS(=O)(=O)c2ccc(F)cc2)c2ccccc21, predict the reactants needed to synthesize it. The reactants are: O=C(O)CCn1cc(CCNS(=O)(=O)c2ccc(F)cc2)c2ccccc21. (3) Given the product CCN(Cc1cc(Br)ccc1OCC1CC1)c1ccc(-c2nnn[nH]2)nn1, predict the reactants needed to synthesize it. The reactants are: CCN(Cc1cc(Br)ccc1OCC1CC1)c1ccc(C#N)nn1.[N-]=[N+]=[N-]. (4) Given the product CC(C)(C)OC(=O)Nc1ncc(C[C@H]2C(=O)N([Si](C)(C)C(C)(C)C)[C@@H]2C(=O)OCc2ccccc2)s1, predict the reactants needed to synthesize it. The reactants are: CC(C)(C)OC(=O)OC(=O)OC(C)(C)C.CC(C)(C)[Si](C)(C)N1C(=O)[C@H](Cc2cnc(N)s2)[C@H]1C(=O)OCc1ccccc1. (5) The reactants are: COc1ccc2nc(-c3ccc(OC)c(F)c3)nc(C(=O)O)c2c1.NC(CO)Cc1c[nH]c2cccnc12. Given the product COc1ccc2nc(-c3ccc(OC)c(F)c3)nc(C(=O)NC(CO)Cc3c[nH]c4cccnc34)c2c1, predict the reactants needed to synthesize it. (6) Given the product COc1ccc(CN2CC3(CCCC(CN=[N+]=[N-])(COCc4ccccc4)C3)OC2=O)cc1, predict the reactants needed to synthesize it. The reactants are: COc1ccc(CN2CC3(CCCC(COCc4ccccc4)(COS(C)(=O)=O)C3)OC2=O)cc1.[N-]=[N+]=[N-]. (7) Given the product CCCCCc1ccc(Oc2ccc(Br)cn2)cc1, predict the reactants needed to synthesize it. The reactants are: CCCCCc1ccc(O)cc1.Fc1ccc(Br)cn1.